Dataset: Catalyst prediction with 721,799 reactions and 888 catalyst types from USPTO. Task: Predict which catalyst facilitates the given reaction. (1) Reactant: [CH3:13][C:12]([O:11][C:9](O[C:9]([O:11][C:12]([CH3:15])([CH3:14])[CH3:13])=[O:10])=[O:10])([CH3:15])[CH3:14].[Br:16][C:17]1[CH:18]=[C:19]([C:32]#[N:33])[C:20]2[NH:21][C:22]3[C:27]([S:28][C:29]=2[CH:30]=1)=[CH:26][C:25]([Br:31])=[CH:24][CH:23]=3.BrC1C(Br)=C(C#N)C2NC3C(SC=2C=1)=CC=CC=3. Product: [Br:16][C:17]1[CH:18]=[C:19]([C:32]#[N:33])[C:20]2[N:21]([C:9]([O:11][C:12]([CH3:13])([CH3:14])[CH3:15])=[O:10])[C:22]3[C:27]([S:28][C:29]=2[CH:30]=1)=[CH:26][C:25]([Br:31])=[CH:24][CH:23]=3. The catalyst class is: 840. (2) Reactant: [C:9](O[C:9]([O:11][C:12]([CH3:15])([CH3:14])[CH3:13])=[O:10])([O:11][C:12]([CH3:15])([CH3:14])[CH3:13])=[O:10].C(=O)([O-])[O-].[K+].[K+].Cl.[NH:23]1[CH:27]=[N:26][C:25]([CH:28]=[O:29])=[N:24]1.CC(O)C. Product: [C:12]([O:11][C:9]([N:23]1[CH:27]=[N:26][C:25]([CH:28]=[O:29])=[N:24]1)=[O:10])([CH3:13])([CH3:14])[CH3:15]. The catalyst class is: 6. (3) Reactant: [CH3:1][C:2]1[N:6]2[N:7]=[C:8]([NH:11][CH:12]([C:14]3[CH:19]=[CH:18][CH:17]=[CH:16][CH:15]=3)[CH3:13])[CH:9]=[CH:10][C:5]2=[N:4][N:3]=1.C=O.[BH4-].[Na+].[C:24](O)(C(F)(F)F)=O.[OH-].[Na+]. Product: [CH3:24][N:11]([CH:12]([C:14]1[CH:19]=[CH:18][CH:17]=[CH:16][CH:15]=1)[CH3:13])[C:8]1[CH:9]=[CH:10][C:5]2[N:6]([C:2]([CH3:1])=[N:3][N:4]=2)[N:7]=1. The catalyst class is: 1. (4) Reactant: [Li].[NH2:2][C:3]1[N:11]=[CH:10][C:9]([N+:12]([O-:14])=[O:13])=[CH:8][C:4]=1[C:5]([OH:7])=O.[O:15]([C:22]1[S:26][C:25]([CH2:27][NH2:28])=[CH:24][CH:23]=1)[C:16]1[CH:21]=[CH:20][CH:19]=[CH:18][CH:17]=1.F[P-](F)(F)(F)(F)F.N1([P+](N(C)C)(N(C)C)N(C)C)C2C=CC=CC=2N=N1.C(N(CC)CC)C. Product: [NH2:2][C:3]1[N:11]=[CH:10][C:9]([N+:12]([O-:14])=[O:13])=[CH:8][C:4]=1[C:5]([NH:28][CH2:27][C:25]1[S:26][C:22]([O:15][C:16]2[CH:17]=[CH:18][CH:19]=[CH:20][CH:21]=2)=[CH:23][CH:24]=1)=[O:7]. The catalyst class is: 35. (5) Reactant: [CH2:1]([N:8]([C:21]([O:23][C:24]([CH3:27])([CH3:26])[CH3:25])=[O:22])[C:9]12[CH2:16][CH2:15][C:12]([C:17](OC)=[O:18])([CH2:13][CH2:14]1)[CH2:11][CH2:10]2)[C:2]1[CH:7]=[CH:6][CH:5]=[CH:4][CH:3]=1.[BH4-].[Li+].O. Product: [CH2:1]([N:8]([C:9]12[CH2:14][CH2:13][C:12]([CH2:17][OH:18])([CH2:11][CH2:10]1)[CH2:15][CH2:16]2)[C:21](=[O:22])[O:23][C:24]([CH3:27])([CH3:26])[CH3:25])[C:2]1[CH:7]=[CH:6][CH:5]=[CH:4][CH:3]=1. The catalyst class is: 49. (6) Reactant: CS(C)=O.FC(F)(F)C(OC(=O)C(F)(F)F)=O.[CH3:18][O:19][CH2:20][CH:21]([OH:34])[CH2:22][C:23]1[N:27]([C:28]2[CH:33]=[CH:32][CH:31]=[CH:30][CH:29]=2)[N:26]=[CH:25][CH:24]=1.C(N(CC)CC)C. Product: [CH3:18][O:19][CH2:20][C:21](=[O:34])[CH2:22][C:23]1[N:27]([C:28]2[CH:29]=[CH:30][CH:31]=[CH:32][CH:33]=2)[N:26]=[CH:25][CH:24]=1. The catalyst class is: 7.